Dataset: Forward reaction prediction with 1.9M reactions from USPTO patents (1976-2016). Task: Predict the product of the given reaction. (1) Given the reactants [F:1][C:2]1[CH:26]=[CH:25][C:5]([C:6]([NH:8][C@@H:9]([CH2:18][S:19]([CH2:22][CH2:23][OH:24])(=[O:21])=[O:20])[C:10]([N:12]2[CH2:17][CH2:16][O:15][CH2:14][CH2:13]2)=[O:11])=[O:7])=[CH:4][CH:3]=1.CCN(CC)CC.[CH3:34][S:35](Cl)(=[O:37])=[O:36], predict the reaction product. The product is: [CH3:34][S:35]([O:24][CH2:23][CH2:22][S:19]([CH2:18][C@H:9]([NH:8][C:6]([C:5]1[CH:25]=[CH:26][C:2]([F:1])=[CH:3][CH:4]=1)=[O:7])[C:10]([N:12]1[CH2:13][CH2:14][O:15][CH2:16][CH2:17]1)=[O:11])(=[O:21])=[O:20])(=[O:37])=[O:36]. (2) Given the reactants [N:1]1([C:10]2[N:14]([CH3:15])[N:13]=[C:12]([CH3:16])[C:11]=2[CH:17]=O)[C:9]2[C:4](=[CH:5][CH:6]=[CH:7][CH:8]=2)[CH:3]=[CH:2]1.C(O)(=O)[CH2:20][C:21]([OH:23])=[O:22].N1CCCC1.Cl, predict the reaction product. The product is: [N:1]1([C:10]2[N:14]([CH3:15])[N:13]=[C:12]([CH3:16])[C:11]=2/[CH:17]=[CH:20]/[C:21]([OH:23])=[O:22])[C:9]2[C:4](=[CH:5][CH:6]=[CH:7][CH:8]=2)[CH:3]=[CH:2]1.